From a dataset of Catalyst prediction with 721,799 reactions and 888 catalyst types from USPTO. Predict which catalyst facilitates the given reaction. (1) Reactant: CS(O[CH2:6][CH2:7][N:8]([CH2:27][CH2:28]OS(C)(=O)=O)[C:9]1[CH:14]=[C:13]([C:15]([NH:17][CH2:18][CH2:19][OH:20])=[O:16])[C:12]([N+:21]([O-:23])=[O:22])=[CH:11][C:10]=1[N+:24]([O-:26])=[O:25])(=O)=O.[Li+].[Br-:35].[Na+].[Br-:37]. Product: [Br:35][CH2:6][CH2:7][N:8]([CH2:27][CH2:28][Br:37])[C:9]1[C:10]([N+:24]([O-:26])=[O:25])=[CH:11][C:12]([N+:21]([O-:23])=[O:22])=[C:13]([CH:14]=1)[C:15]([NH:17][CH2:18][CH2:19][OH:20])=[O:16]. The catalyst class is: 3. (2) Reactant: Cl.[NH2:2][CH2:3][C:4]1[CH:12]=[CH:11][CH:10]=[C:9]2[C:5]=1[C:6](=[O:22])[N:7]([CH:14]1[CH2:19][CH2:18][C:17](=[O:20])[NH:16][C:15]1=[O:21])[C:8]2=[O:13].C(N(CC)CC)C.[C:30]1([C:36]2[O:40][C:39]([C:41](Cl)=[O:42])=[N:38][N:37]=2)[CH:35]=[CH:34][CH:33]=[CH:32][CH:31]=1. Product: [C:30]1([C:36]2[O:40][C:39]([C:41]([OH:42])=[O:13])=[N:38][N:37]=2)[CH:35]=[CH:34][CH:33]=[CH:32][CH:31]=1.[O:21]=[C:15]1[CH:14]([N:7]2[C:6](=[O:22])[C:5]3[C:9](=[CH:10][CH:11]=[CH:12][C:4]=3[CH2:3][NH-:2])[C:8]2=[O:13])[CH2:19][CH2:18][C:17](=[O:20])[NH:16]1. The catalyst class is: 23. (3) Reactant: C(OC([N:8]1[CH2:17][CH2:16][C:15]2[C:10](=[CH:11][CH:12]=[C:13]([C:18]3[CH:23]=[CH:22][N:21]=[C:20]4[NH:24][C:25]([C:27]5[CH:28]=[N:29][N:30]([CH3:32])[CH:31]=5)=[N:26][C:19]=34)[CH:14]=2)[CH2:9]1)=O)(C)(C)C.[ClH:33]. Product: [ClH:33].[CH3:32][N:30]1[CH:31]=[C:27]([C:25]2[NH:24][C:20]3=[N:21][CH:22]=[CH:23][C:18]([C:13]4[CH:14]=[C:15]5[C:10](=[CH:11][CH:12]=4)[CH2:9][NH:8][CH2:17][CH2:16]5)=[C:19]3[N:26]=2)[CH:28]=[N:29]1. The catalyst class is: 5. (4) Reactant: [Cl:1][C:2]1[N:7]=[C:6]2[N:8](C3CCCCO3)[N:9]=[CH:10][C:5]2=[C:4]([C:17]2[CH2:18][CH2:19][O:20][CH2:21][CH:22]=2)[N:3]=1.C(O)(C(F)(F)F)=O. Product: [Cl:1][C:2]1[N:7]=[C:6]2[NH:8][N:9]=[CH:10][C:5]2=[C:4]([C:17]2[CH2:18][CH2:19][O:20][CH2:21][CH:22]=2)[N:3]=1. The catalyst class is: 4.